This data is from Full USPTO retrosynthesis dataset with 1.9M reactions from patents (1976-2016). The task is: Predict the reactants needed to synthesize the given product. (1) Given the product [C:13]([O:12][C:10]([N:9]([CH2:17][C:18]([O:20][C:21]([CH3:24])([CH3:23])[CH3:22])=[O:19])[C:7]1[CH:6]=[CH:5][CH:4]=[C:3]([CH2:2][NH:1][S:31]([C:26]2[CH:27]=[CH:28][CH:29]=[CH:30][N:25]=2)(=[O:33])=[O:32])[N:8]=1)=[O:11])([CH3:16])([CH3:15])[CH3:14], predict the reactants needed to synthesize it. The reactants are: [NH2:1][CH2:2][C:3]1[N:8]=[C:7]([N:9]([CH2:17][C:18]([O:20][C:21]([CH3:24])([CH3:23])[CH3:22])=[O:19])[C:10]([O:12][C:13]([CH3:16])([CH3:15])[CH3:14])=[O:11])[CH:6]=[CH:5][CH:4]=1.[N:25]1[CH:30]=[CH:29][CH:28]=[CH:27][C:26]=1[S:31](Cl)(=[O:33])=[O:32]. (2) Given the product [CH2:42]([NH:49][C:8]([C:4]1[S:3][C:2]([Br:1])=[N:6][C:5]=1[CH3:7])=[O:10])[C:43]1[CH:48]=[CH:47][CH:46]=[CH:45][CH:44]=1, predict the reactants needed to synthesize it. The reactants are: [Br:1][C:2]1[S:3][C:4]([C:8]([OH:10])=O)=[C:5]([CH3:7])[N:6]=1.C(N(CC)C(C)C)(C)C.Cl.C(N=C=NCCCN(C)C)C.ON1C2C=CC=CC=2N=N1.[CH2:42]([NH2:49])[C:43]1[CH:48]=[CH:47][CH:46]=[CH:45][CH:44]=1. (3) Given the product [F:14][C:15]1[C:16]([O:24][CH3:25])=[C:17]([CH:18]2[N:11]([CH2:10][C:7]3[CH:6]=[CH:5][C:4]([O:3][C:2]([F:12])([F:13])[F:1])=[CH:9][CH:8]=3)[C:16](=[O:24])[CH:15]([F:14])[CH2:22]2)[C:20]([F:23])=[CH:21][CH:22]=1, predict the reactants needed to synthesize it. The reactants are: [F:1][C:2]([F:13])([F:12])[O:3][C:4]1[CH:9]=[CH:8][C:7]([CH2:10][NH2:11])=[CH:6][CH:5]=1.[F:14][C:15]1[C:16]([O:24][CH3:25])=[C:17]([C:20]([F:23])=[CH:21][CH:22]=1)[CH:18]=O.